This data is from Forward reaction prediction with 1.9M reactions from USPTO patents (1976-2016). The task is: Predict the product of the given reaction. (1) Given the reactants [N:1]([CH2:4][CH:5]([S:60][S:61][C:62]([CH3:65])([CH3:64])[CH3:63])[CH2:6][C@@H:7]([NH:52]C(OC(C)(C)C)=O)[C:8]([O:10][C@H:11]1[C@@H:15]([OH:16])[C@H:14]([N:17]2[CH:25]=[N:24][C:23]3[C:18]2=[N:19][CH:20]=[N:21][C:22]=3[NH2:26])[O:13][C@H:12]1[CH2:27][O:28][P:29]([O:32][C@H:33]1[CH2:37][C@H:36]([N:38]2[CH:43]=[CH:42][C:41]([NH2:44])=[N:40][C:39]2=[O:45])[O:35][C@@H:34]1[CH2:46][O:47][P:48]([OH:51])([OH:50])=[O:49])([OH:31])=[O:30])=[O:9])=[N+:2]=[N-:3].FC(F)(F)C(O)=O, predict the reaction product. The product is: [NH2:52][C@H:7]([CH2:6][CH:5]([S:60][S:61][C:62]([CH3:65])([CH3:64])[CH3:63])[CH2:4][N:1]=[N+:2]=[N-:3])[C:8]([O:10][C@H:11]1[C@@H:15]([OH:16])[C@H:14]([N:17]2[CH:25]=[N:24][C:23]3[C:18]2=[N:19][CH:20]=[N:21][C:22]=3[NH2:26])[O:13][C@H:12]1[CH2:27][O:28][P:29]([O:32][C@H:33]1[CH2:37][C@H:36]([N:38]2[CH:43]=[CH:42][C:41]([NH2:44])=[N:40][C:39]2=[O:45])[O:35][C@@H:34]1[CH2:46][O:47][P:48]([OH:51])([OH:50])=[O:49])([OH:31])=[O:30])=[O:9]. (2) Given the reactants Cl[C:2]1[N:10]=[CH:9][N:8]=[C:7]2[C:3]=1[N:4]=[CH:5][N:6]2[C@H:11]1[C@H:15]([OH:16])[C@H:14]([OH:17])[C@@H:13]([C:18]2[NH:19][N:20]=[CH:21][CH:22]=2)[O:12]1.C(N(CC)C(C)C)(C)C.Cl.[O:33]1[CH2:38][CH2:37][CH:36]([NH2:39])[CH2:35][CH2:34]1, predict the reaction product. The product is: [N:20]1[NH:19][C:18]([C@@H:13]2[C@H:14]([OH:17])[C@H:15]([OH:16])[C@H:11]([N:6]3[CH:5]=[N:4][C:3]4[C:7]3=[N:8][CH:9]=[N:10][C:2]=4[NH:39][CH:36]3[CH2:37][CH2:38][O:33][CH2:34][CH2:35]3)[O:12]2)=[CH:22][CH:21]=1. (3) Given the reactants [Cl:1][C:2]1[CH:3]=[C:4]([CH:21]=[C:22]([NH:24][CH2:25][CH:26]2[CH2:28][CH2:27]2)[CH:23]=1)[CH2:5][O:6][C:7]1[CH:12]=[CH:11][CH:10]=[CH:9][C:8]=1[CH2:13][C:14]([O:16][C:17]([CH3:20])([CH3:19])[CH3:18])=[O:15].[C:29](O)(=O)[CH3:30].C(=O)C.C(O[BH-](OC(=O)C)OC(=O)C)(=O)C.[Na+].C(=O)(O)[O-].[Na+], predict the reaction product. The product is: [Cl:1][C:2]1[CH:3]=[C:4]([CH:21]=[C:22]([N:24]([CH2:25][CH:26]2[CH2:28][CH2:27]2)[CH2:29][CH3:30])[CH:23]=1)[CH2:5][O:6][C:7]1[CH:12]=[CH:11][CH:10]=[CH:9][C:8]=1[CH2:13][C:14]([O:16][C:17]([CH3:20])([CH3:19])[CH3:18])=[O:15]. (4) Given the reactants [Cl:1][C:2]1[CH:7]=[CH:6][C:5]([OH:8])=[C:4]([O:9][CH3:10])[CH:3]=1.[CH:11]1[CH:16]=[CH:15][C:14]([C@@H:17]2[O:19][C@H:18]2[CH2:20][OH:21])=[CH:13][CH:12]=1, predict the reaction product. The product is: [Cl:1][C:2]1[CH:7]=[CH:6][C:5]([O:8][C@H:17]([C:14]2[CH:15]=[CH:16][CH:11]=[CH:12][CH:13]=2)[C@@H:18]([OH:19])[CH2:20][OH:21])=[C:4]([O:9][CH3:10])[CH:3]=1. (5) Given the reactants [Cl:1][C:2]1[CH:3]=[C:4]([CH2:9][CH2:10][NH2:11])[CH:5]=[CH:6][C:7]=1[F:8].CCN(CC)CC.[F:19][C:20]([F:31])([F:30])[C:21](O[C:21](=[O:22])[C:20]([F:31])([F:30])[F:19])=[O:22], predict the reaction product. The product is: [Cl:1][C:2]1[CH:3]=[C:4]([CH2:9][CH2:10][NH:11][C:21](=[O:22])[C:20]([F:31])([F:30])[F:19])[CH:5]=[CH:6][C:7]=1[F:8]. (6) Given the reactants [C:1]1([CH:7]([N:9]2[CH2:13][CH2:12][CH:11]([CH2:14][NH2:15])[CH2:10]2)[CH3:8])[CH:6]=[CH:5][CH:4]=[CH:3][CH:2]=1.[CH3:16][C:17]([O:20][C:21](O[C:21]([O:20][C:17]([CH3:19])([CH3:18])[CH3:16])=[O:22])=[O:22])([CH3:19])[CH3:18], predict the reaction product. The product is: [C:17]([O:20][C:21](=[O:22])[NH:15][CH2:14][CH:11]1[CH2:12][CH2:13][N:9]([CH:7]([C:1]2[CH:2]=[CH:3][CH:4]=[CH:5][CH:6]=2)[CH3:8])[CH2:10]1)([CH3:19])([CH3:18])[CH3:16].